This data is from Forward reaction prediction with 1.9M reactions from USPTO patents (1976-2016). The task is: Predict the product of the given reaction. (1) Given the reactants I[C:2]1[S:6][C:5]([NH:7][C:8](=[O:10])[CH3:9])=[N:4][C:3]=1[CH3:11].Br[C:13]1[CH:14]=[C:15]([S:19]([NH:22][CH2:23][CH2:24][N:25]2[CH2:30][CH2:29][O:28][CH2:27][CH2:26]2)(=[O:21])=[O:20])[CH:16]=[N:17][CH:18]=1, predict the reaction product. The product is: [CH3:11][C:3]1[N:4]=[C:5]([NH:7][C:8](=[O:10])[CH3:9])[S:6][C:2]=1[C:13]1[CH:18]=[N:17][CH:16]=[C:15]([S:19]([NH:22][CH2:23][CH2:24][N:25]2[CH2:30][CH2:29][O:28][CH2:27][CH2:26]2)(=[O:21])=[O:20])[CH:14]=1. (2) Given the reactants [NH:1]1[CH:5]=[C:4]([C:6]2[CH:7]=[N:8][CH:9]=[CH:10][C:11]=2[O:12][C:13]2[C:18]([F:19])=[CH:17][C:16]([NH:20][C:21]([C:23]3[C:24](=[O:39])[N:25]([C:32]4[CH:37]=[CH:36][C:35]([F:38])=[CH:34][CH:33]=4)[CH:26]=[CH:27][C:28]=3[O:29][CH2:30][CH3:31])=[O:22])=[C:15]([F:40])[CH:14]=2)[CH:3]=[N:2]1.[ClH:41], predict the reaction product. The product is: [ClH:41].[NH:1]1[CH:5]=[C:4]([C:6]2[CH:7]=[N:8][CH:9]=[CH:10][C:11]=2[O:12][C:13]2[C:18]([F:19])=[CH:17][C:16]([NH:20][C:21]([C:23]3[C:24](=[O:39])[N:25]([C:32]4[CH:37]=[CH:36][C:35]([F:38])=[CH:34][CH:33]=4)[CH:26]=[CH:27][C:28]=3[O:29][CH2:30][CH3:31])=[O:22])=[C:15]([F:40])[CH:14]=2)[CH:3]=[N:2]1. (3) Given the reactants [CH3:1][N:2]1[CH:7]2[CH2:8][CH2:9][CH:3]1[CH2:4][CH:5]([N:10]1[C:18]3[C:13](=[CH:14][C:15]([NH2:19])=[CH:16][CH:17]=3)[CH:12]=[CH:11]1)[CH2:6]2.I.CS[C:23]([C:25]1[S:26][CH:27]=[CH:28][CH:29]=1)=[NH:24], predict the reaction product. The product is: [CH3:1][N:2]1[CH:3]2[CH2:9][CH2:8][CH:7]1[CH2:6][CH:5]([N:10]1[C:18]3[C:13](=[CH:14][C:15]([NH:19][C:23]([C:25]4[S:26][CH:27]=[CH:28][CH:29]=4)=[NH:24])=[CH:16][CH:17]=3)[CH:12]=[CH:11]1)[CH2:4]2. (4) Given the reactants [NH2:1][C:2]1[CH:11]=[C:10]([C:12]([NH:14][CH2:15][C:16]2[CH:21]=[CH:20][CH:19]=[C:18]([Cl:22])[CH:17]=2)=[O:13])[CH:9]=[CH:8][C:3]=1[C:4]([O:6][CH3:7])=[O:5].[C:23](Cl)(Cl)=[S:24], predict the reaction product. The product is: [Cl:22][C:18]1[CH:17]=[C:16]([CH:21]=[CH:20][CH:19]=1)[CH2:15][NH:14][C:12]([C:10]1[CH:9]=[CH:8][C:3]([C:4]([O:6][CH3:7])=[O:5])=[C:2]([N:1]=[C:23]=[S:24])[CH:11]=1)=[O:13]. (5) Given the reactants Br[C:2]1[CH:3]=[CH:4][C:5]2[N:6]([CH:8]=[C:9]([CH3:11])[N:10]=2)[CH:7]=1.CC1(C)C(C)(C)OB(B2OC(C)(C)C(C)(C)O2)O1.ClCCl.C([O-])(=O)C.[K+].Br[C:39]1[C:40](=[O:50])[O:41][C:42]2[C:47]([CH:48]=1)=[CH:46][CH:45]=[C:44]([F:49])[CH:43]=2.C([O-])([O-])=O.[K+].[K+], predict the reaction product. The product is: [F:49][C:44]1[CH:43]=[C:42]2[C:47]([CH:48]=[C:39]([C:2]3[CH:3]=[CH:4][C:5]4[N:6]([CH:8]=[C:9]([CH3:11])[N:10]=4)[CH:7]=3)[C:40](=[O:50])[O:41]2)=[CH:46][CH:45]=1. (6) Given the reactants C([O:3][C:4](=[O:20])[C:5]1[CH:10]=[C:9]([Br:11])[C:8]([CH2:12][N:13]2[CH2:17][CH2:16][C@@H:15]([OH:18])[CH2:14]2)=[CH:7][C:6]=1[NH2:19])C.NC1C(Cl)=C(C=O)C(C(F)(F)F)=CC=1C(O)=O, predict the reaction product. The product is: [NH2:19][C:6]1[CH:7]=[C:8]([CH2:12][N:13]2[CH2:17][CH2:16][C@@H:15]([OH:18])[CH2:14]2)[C:9]([Br:11])=[CH:10][C:5]=1[C:4]([OH:20])=[O:3].